The task is: Predict the product of the given reaction.. This data is from Forward reaction prediction with 1.9M reactions from USPTO patents (1976-2016). (1) The product is: [CH2:1]([O:4][C:5]1[CH:14]=[C:13]2[C:8]([CH:9]=[CH:10][C:11](=[S:25])[O:12]2)=[CH:7][CH:6]=1)[C:2]#[CH:3]. Given the reactants [CH2:1]([O:4][C:5]1[CH:14]=[C:13]2[C:8]([CH:9]=[CH:10][C:11](=O)[O:12]2)=[CH:7][CH:6]=1)[C:2]#[CH:3].COC1C=CC(P2(SP(C3C=CC(OC)=CC=3)(=S)S2)=[S:25])=CC=1, predict the reaction product. (2) Given the reactants [NH2:1][C@@H:2]1[CH2:11][C@@H:10]2[C@:5]([CH3:14])([CH2:6][CH2:7][CH2:8][C:9]2([CH3:13])[CH3:12])[C@@H:4]([C:15]([C:17]2[CH:18]=[C:19]([OH:24])[CH:20]=[C:21]([CH3:23])[CH:22]=2)=[O:16])[C@@H:3]1[CH3:25].C([O:29][C:30](=O)[NH:31][C:32]1[CH:33]=[N:34][CH:35]=[CH:36][CH:37]=1)(C)=C.CN1CCCC1, predict the reaction product. The product is: [OH:24][C:19]1[CH:18]=[C:17]([C:15]([C@@H:4]2[C@:5]3([CH3:14])[C@H:10]([C:9]([CH3:12])([CH3:13])[CH2:8][CH2:7][CH2:6]3)[CH2:11][C@@H:2]([NH:1][C:30](=[O:29])[NH:31][C:32]3[CH:33]=[N:34][CH:35]=[CH:36][CH:37]=3)[C@H:3]2[CH3:25])=[O:16])[CH:22]=[C:21]([CH3:23])[CH:20]=1. (3) Given the reactants Br[CH2:2][C:3]1[CH:12]=[CH:11][C:10]([O:13][C:14]2[CH:19]=[CH:18][C:17]([N+:20]([O-:22])=[O:21])=[CH:16][C:15]=2[Cl:23])=[CH:9][C:4]=1[C:5](OC)=[O:6].[CH3:24][NH2:25].O1CCCC1, predict the reaction product. The product is: [Cl:23][C:15]1[CH:16]=[C:17]([N+:20]([O-:22])=[O:21])[CH:18]=[CH:19][C:14]=1[O:13][C:10]1[CH:9]=[C:4]2[C:3]([CH2:2][N:25]([CH3:24])[C:5]2=[O:6])=[CH:12][CH:11]=1. (4) The product is: [C:35]([NH:1][C:2]1[CH:34]=[CH:33][C:5]([C:6]([NH:8][C@H:9]2[CH2:14][CH2:13][CH2:12][C@@H:11]([NH:15][C:16]3[N:21]=[C:20]([C:22]4[C:30]5[C:25](=[CH:26][CH:27]=[CH:28][CH:29]=5)[NH:24][C:23]=4[CH3:31])[C:19]([Cl:32])=[CH:18][N:17]=3)[CH2:10]2)=[O:7])=[CH:4][CH:3]=1)(=[O:38])[CH:36]=[CH2:37]. Given the reactants [NH2:1][C:2]1[CH:34]=[CH:33][C:5]([C:6]([NH:8][C@H:9]2[CH2:14][CH2:13][CH2:12][C@@H:11]([NH:15][C:16]3[N:21]=[C:20]([C:22]4[C:30]5[C:25](=[CH:26][CH:27]=[CH:28][CH:29]=5)[NH:24][C:23]=4[CH3:31])[C:19]([Cl:32])=[CH:18][N:17]=3)[CH2:10]2)=[O:7])=[CH:4][CH:3]=1.[C:35](Cl)(=[O:38])[CH:36]=[CH2:37], predict the reaction product.